From a dataset of CYP3A4 inhibition data for predicting drug metabolism from PubChem BioAssay. Regression/Classification. Given a drug SMILES string, predict its absorption, distribution, metabolism, or excretion properties. Task type varies by dataset: regression for continuous measurements (e.g., permeability, clearance, half-life) or binary classification for categorical outcomes (e.g., BBB penetration, CYP inhibition). Dataset: cyp3a4_veith. (1) The molecule is N#Cc1ccc(CN2CC[C@@]3(CCCN(C(=O)c4ccncc4)C3)C2)cc1. The result is 1 (inhibitor). (2) The result is 1 (inhibitor). The drug is Cc1cc2cc3c(C)cc(=O)oc3c(C)c2o1. (3) The molecule is COC(=O)C1=C(C)NC(=O)NC1c1ccsc1. The result is 0 (non-inhibitor). (4) The compound is CCOC(=O)c1c(C)c(C(=O)N2CCN(C(=O)c3ccco3)CC2)c(C)n1C. The result is 0 (non-inhibitor). (5) The drug is c1ccc(-c2ccc(C3=Nn4c(Cn5nnc6ccccc65)nnc4SC3)cc2)cc1. The result is 0 (non-inhibitor). (6) The compound is O=C1[C@H]2CC[C@H]3/C(=N\OC[C@@H](O)COCc4ccco4)C[C@@H](O)[C@@H](O)[C@@H]3[C@@H]2C(=O)N1Cc1ccc2c(c1)OCO2. The result is 1 (inhibitor). (7) The drug is COCC(=O)N1CCC[C@@]2(CCN(Cc3ccccc3OC)C2)C1. The result is 0 (non-inhibitor).